Task: Predict the product of the given reaction.. Dataset: Forward reaction prediction with 1.9M reactions from USPTO patents (1976-2016) (1) Given the reactants [C:1]([C:4]1[CH:5]=[C:6]2[C:11](=[CH:12][C:13]=1[O:14][CH3:15])[N:10]=[CH:9][CH:8]=[C:7]2[O:16][C:17]1[CH:22]=[CH:21][C:20]([N+:23]([O-])=O)=[C:19]([CH3:26])[C:18]=1[CH3:27])(=[O:3])[NH2:2], predict the reaction product. The product is: [C:1]([C:4]1[CH:5]=[C:6]2[C:11](=[CH:12][C:13]=1[O:14][CH3:15])[N:10]=[CH:9][CH:8]=[C:7]2[O:16][C:17]1[CH:22]=[CH:21][C:20]([NH2:23])=[C:19]([CH3:26])[C:18]=1[CH3:27])(=[O:3])[NH2:2]. (2) Given the reactants [Cl:1][C:2]1[CH:7]=[C:6]([F:8])[CH:5]=[CH:4][C:3]=1[CH:9]1[C:14]([C:15]([O:17][CH2:18][CH3:19])=[O:16])=[C:13]([CH3:20])[NH:12][C:11]([C:21]2[S:22][CH:23]=[N:24][N:25]=2)=[N:10]1.C1C(=O)N([Br:33])C(=O)C1, predict the reaction product. The product is: [Br:33][CH2:20][C:13]1[NH:12][C:11]([C:21]2[S:22][CH:23]=[N:24][N:25]=2)=[N:10][CH:9]([C:3]2[CH:4]=[CH:5][C:6]([F:8])=[CH:7][C:2]=2[Cl:1])[C:14]=1[C:15]([O:17][CH2:18][CH3:19])=[O:16]. (3) Given the reactants Br[C:2]1[CH:3]=[CH:4][CH:5]=[C:6]2[C:11]=1[O:10][C:9]([C:12]([O:14][CH2:15][CH3:16])=[O:13])=[CH:8][C:7]2=[O:17].[CH3:18][N:19]1[CH2:24][CH2:23][NH:22][CH2:21][CH2:20]1.C1(P(C2C=CC=CC=2)C2C=CC3C(=CC=CC=3)C=2C2C3C(=CC=CC=3)C=CC=2P(C2C=CC=CC=2)C2C=CC=CC=2)C=CC=CC=1.[C:71](=O)([O-])[O-:72].[Cs+].[Cs+], predict the reaction product. The product is: [CH2:15]([O:14][C:12]([C:9]1[O:10][C:11]2[C:6]([C:7](=[O:17])[CH:8]=1)=[CH:5][C:4]([O:72][CH3:71])=[CH:3][C:2]=2[N:22]1[CH2:23][CH2:24][N:19]([CH3:18])[CH2:20][CH2:21]1)=[O:13])[CH3:16]. (4) Given the reactants [CH3:1][NH:2][CH2:3][CH2:4][C:5]#[C:6][C:7]1[CH:12]=[CH:11][CH:10]=[CH:9][N:8]=1.[CH3:13][O:14][C:15]1[CH:23]=[CH:22][CH:21]=[CH:20][C:16]=1[C:17](Cl)=[O:18], predict the reaction product. The product is: [CH3:13][O:14][C:15]1[CH:23]=[CH:22][CH:21]=[CH:20][C:16]=1[C:17]([N:2]([CH3:1])[CH2:3][CH2:4][C:5]#[C:6][C:7]1[CH:12]=[CH:11][CH:10]=[CH:9][N:8]=1)=[O:18]. (5) Given the reactants [O:1]([C:8]1[CH:28]=[CH:27][C:11]([O:12][CH2:13][CH2:14][CH2:15][O:16][C:17]2[CH:22]=[CH:21][C:20]([S:23]([NH2:26])(=[O:25])=[O:24])=[CH:19][CH:18]=2)=[C:10]([CH2:29][CH2:30][CH3:31])[CH:9]=1)[C:2]1[CH:7]=[CH:6][CH:5]=[CH:4][CH:3]=1.C(=O)([O-])[O-].[K+].[K+].[CH:38]1([N:44]=[C:45]=[O:46])[CH2:43][CH2:42][CH2:41][CH2:40][CH2:39]1, predict the reaction product. The product is: [CH:38]1([NH:44][C:45]([NH:26][S:23]([C:20]2[CH:21]=[CH:22][C:17]([O:16][CH2:15][CH2:14][CH2:13][O:12][C:11]3[CH:27]=[CH:28][C:8]([O:1][C:2]4[CH:7]=[CH:6][CH:5]=[CH:4][CH:3]=4)=[CH:9][C:10]=3[CH2:29][CH2:30][CH3:31])=[CH:18][CH:19]=2)(=[O:24])=[O:25])=[O:46])[CH2:43][CH2:42][CH2:41][CH2:40][CH2:39]1. (6) Given the reactants [F:1][C:2]1[CH:3]=[C:4]([CH:6]=[CH:7][C:8]=1[O:9][C:10]1[C:19]2[C:14](=[CH:15][C:16]([O:22][CH2:23][CH2:24][CH2:25][N:26]3[CH2:31][CH2:30][O:29][CH2:28][CH2:27]3)=[C:17]([O:20][CH3:21])[CH:18]=2)[N:13]=[CH:12][CH:11]=1)[NH2:5].FC1C=C(N[C:68]([N:70]2[CH2:74][CH2:73][N:72]([C:75]3[CH:80]=[CH:79][CH:78]=[CH:77][CH:76]=3)[C:71]2=[O:81])=[O:69])C=CC=1OC1C2C(=CC(OCC3CCN(C(OC(C)(C)C)=O)CC3)=C(OC)C=2)N=CC=1, predict the reaction product. The product is: [F:1][C:2]1[CH:3]=[C:4]([NH:5][C:68]([N:70]2[CH2:74][CH2:73][N:72]([C:75]3[CH:80]=[CH:79][CH:78]=[CH:77][CH:76]=3)[C:71]2=[O:81])=[O:69])[CH:6]=[CH:7][C:8]=1[O:9][C:10]1[C:19]2[C:14](=[CH:15][C:16]([O:22][CH2:23][CH2:24][CH2:25][N:26]3[CH2:31][CH2:30][O:29][CH2:28][CH2:27]3)=[C:17]([O:20][CH3:21])[CH:18]=2)[N:13]=[CH:12][CH:11]=1. (7) Given the reactants [Br:1][C:2]1[CH:3]=[C:4]2[C:9](=[CH:10][CH:11]=1)[N:8]=[CH:7][C:6]([C:12](=[O:16])[CH2:13][CH2:14][CH3:15])=[C:5]2[Cl:17].[CH3:18][N:19]([CH2:21][C@H:22]1[CH2:27][CH2:26][C@H:25]([NH2:28])[CH2:24][CH2:23]1)[CH3:20], predict the reaction product. The product is: [ClH:17].[Br:1][C:2]1[CH:3]=[C:4]2[C:9](=[CH:10][CH:11]=1)[N:8]=[CH:7][C:6]([C:12](=[O:16])[CH2:13][CH2:14][CH3:15])=[C:5]2[NH:28][C@H:25]1[CH2:26][CH2:27][C@H:22]([CH2:21][N:19]([CH3:20])[CH3:18])[CH2:23][CH2:24]1.